Task: Predict the reactants needed to synthesize the given product.. Dataset: Full USPTO retrosynthesis dataset with 1.9M reactions from patents (1976-2016) (1) Given the product [CH3:1][C:2]1([CH3:16])[C:6]([CH3:7])=[CH:5][CH2:4][CH:3]1[C:8]1[CH2:15][CH2:14][CH:11]([CH:12]=[O:13])[CH2:10][CH:9]=1, predict the reactants needed to synthesize it. The reactants are: [CH3:1][C:2]1([CH3:16])[C:6]([CH3:7])=[CH:5][CH2:4][CH:3]1[C:8]1[CH2:15][CH2:14][C:11]2([O:13][CH2:12]2)[CH2:10][CH:9]=1.B(F)(F)F.CCOCC. (2) Given the product [Cl:1][C:2]1[CH:3]=[CH:4][C:5]2[N:6]([N:8]=[C:9]([N:11]3[CH2:16][CH2:15][CH2:14][CH2:13][CH2:12]3)[CH:10]=2)[C:7]=1[Si:23]([CH3:25])([CH3:24])[CH3:22], predict the reactants needed to synthesize it. The reactants are: [Cl:1][C:2]1[CH:3]=[CH:4][C:5]2[N:6]([N:8]=[C:9]([N:11]3[CH2:16][CH2:15][CH2:14][CH2:13][CH2:12]3)[CH:10]=2)[CH:7]=1.C([Li])CCC.[CH3:22][Si:23](Cl)([CH3:25])[CH3:24].[Cl-].[NH4+]. (3) Given the product [CH3:36][O:37][C:42]([C:2]1[C:10]2[O:9][C:8]([CH3:11])=[N:7][C:6]=2[C:5]([C:12]2[CH2:16][C:15]([C:21]3[CH:22]=[C:23]([Cl:28])[CH:24]=[C:25]([Cl:27])[CH:26]=3)([C:17]([F:19])([F:20])[F:18])[O:14][N:13]=2)=[CH:4][CH:3]=1)=[O:43], predict the reactants needed to synthesize it. The reactants are: Br[C:2]1[C:10]2[O:9][C:8]([CH3:11])=[N:7][C:6]=2[C:5]([C:12]2[CH2:16][C:15]([C:21]3[CH:26]=[C:25]([Cl:27])[CH:24]=[C:23]([Cl:28])[CH:22]=3)([C:17]([F:20])([F:19])[F:18])[O:14][N:13]=2)=[CH:4][CH:3]=1.C(N(CC)CC)C.[CH3:36][OH:37].[C]=O.CN(C)[CH:42]=[O:43]. (4) Given the product [F:47][C:33]1[CH:34]=[CH:35][C:36]([C:2]2[C:12]([CH3:13])=[CH:11][C:5]([O:6][CH2:7][C@@H:8]([OH:10])[CH3:9])=[CH:4][C:3]=2[CH3:14])=[CH:37][C:32]=1[CH2:31][O:30][C:26]1[N:27]=[CH:28][C:29]2[C@@H:21]3[C@@H:20]([C:18]([O:17][CH2:15][CH3:16])=[O:19])[C@@H:22]3[CH2:23][C:24]=2[CH:25]=1, predict the reactants needed to synthesize it. The reactants are: Br[C:2]1[C:12]([CH3:13])=[CH:11][C:5]([O:6][CH2:7][C@@H:8]([OH:10])[CH3:9])=[CH:4][C:3]=1[CH3:14].[CH2:15]([O:17][C:18]([CH:20]1[CH:22]2[CH2:23][C:24]3[CH:25]=[C:26]([O:30][CH2:31][C:32]4[CH:37]=[C:36](B5OC(C)(C)C(C)(C)O5)[CH:35]=[CH:34][C:33]=4[F:47])[N:27]=[CH:28][C:29]=3[CH:21]12)=[O:19])[CH3:16].C1(P(C2CCCCC2)C2CCCCC2)CCCCC1. (5) The reactants are: [CH2:1]([O:3][C:4]([C:6]1[S:7][C:8]2[CH:14]=[CH:13][C:12]([NH:15][S:16]([C:19]3[CH:24]=[CH:23][C:22]([C:25]([CH3:28])([CH3:27])[CH3:26])=[CH:21][CH:20]=3)(=[O:18])=[O:17])=[CH:11][C:9]=2[CH:10]=1)=[O:5])[CH3:2].[Br:29]N1C(=O)CCC1=O. Given the product [CH2:1]([O:3][C:4]([C:6]1[S:7][C:8]2[CH:14]=[CH:13][C:12]([NH:15][S:16]([C:19]3[CH:20]=[CH:21][C:22]([C:25]([CH3:27])([CH3:26])[CH3:28])=[CH:23][CH:24]=3)(=[O:17])=[O:18])=[CH:11][C:9]=2[C:10]=1[Br:29])=[O:5])[CH3:2], predict the reactants needed to synthesize it. (6) Given the product [Br:14][CH2:13][C:4]1[CH:5]=[C:6]([CH:11]=[CH:12][C:3]=1[O:2][CH3:1])[C:7]([O:9][CH3:10])=[O:8], predict the reactants needed to synthesize it. The reactants are: [CH3:1][O:2][C:3]1[CH:12]=[CH:11][C:6]([C:7]([O:9][CH3:10])=[O:8])=[CH:5][C:4]=1[CH3:13].[Br:14]N1C(=O)CCC1=O. (7) Given the product [F:12][C:7]1[CH:6]=[C:5]([C:2]#[N:3])[CH:10]=[CH:9][C:8]=1[CH3:11], predict the reactants needed to synthesize it. The reactants are: [Cu][C:2]#[N:3].Br[C:5]1[CH:10]=[CH:9][C:8]([CH3:11])=[C:7]([F:12])[CH:6]=1.